Task: Predict the reaction yield, written as a fraction of the theoretical maximum amount of product (1.0 means a 100% yield; for example, 0.34 means a 34% yield).. Dataset: Reaction yield outcomes from USPTO patents with 853,638 reactions The catalyst is O1CCCC1. The reactants are [C:1]1([CH:7]([C:26]2[CH:31]=[CH:30][CH:29]=[CH:28][CH:27]=2)[N:8]2[CH2:11][C:10]([NH:18][CH2:19][C:20]3[CH:25]=[CH:24][CH:23]=[CH:22][CH:21]=3)([C:12]([NH:14][CH:15]([CH3:17])[CH3:16])=O)[CH2:9]2)[CH:6]=[CH:5][CH:4]=[CH:3][CH:2]=1.[H-].[Al+3].[Li+].[H-].[H-].[H-]. The product is [C:26]1([CH:7]([C:1]2[CH:2]=[CH:3][CH:4]=[CH:5][CH:6]=2)[N:8]2[CH2:11][C:10]([CH2:12][NH:14][CH:15]([CH3:17])[CH3:16])([NH:18][CH2:19][C:20]3[CH:21]=[CH:22][CH:23]=[CH:24][CH:25]=3)[CH2:9]2)[CH:31]=[CH:30][CH:29]=[CH:28][CH:27]=1. The yield is 0.900.